Dataset: Reaction yield outcomes from USPTO patents with 853,638 reactions. Task: Predict the reaction yield, written as a fraction of the theoretical maximum amount of product (1.0 means a 100% yield; for example, 0.34 means a 34% yield). (1) The reactants are [C:1]([N:8]1[CH2:13][CH2:12][CH:11]([CH2:14][C:15]2[CH:20]=[CH:19][CH:18]=[CH:17]C=2)[CH2:10][CH:9]1[CH3:21])(OC(C)(C)C)=O.FC(F)(F)C(O)=O.C([N:32](C(C)C)CC)(C)C.[NH:38]1[C:46]2[C:41](=[CH:42][C:43]([C:47]([OH:49])=O)=[CH:44][CH:45]=2)[CH:40]=C1.CCN=C=NCCCN(C)C. The catalyst is ClCCl.O. The product is [CH3:21][C@H:9]1[CH2:10][C@@H:11]([C:14]2[CH:15]=[CH:20][CH:19]=[CH:18][CH:17]=2)[CH2:12][CH2:13][N:8]1[C:1]1[NH:38][C:46]2[C:41]([CH:40]=1)=[CH:42][C:43]([C:47]([NH2:32])=[O:49])=[CH:44][CH:45]=2. The yield is 0.540. (2) The reactants are [F:1][C:2]1[CH:7]=[C:6]([CH2:8][C:9]2[C:14](=[O:15])[NH:13][C:12]([CH3:16])=[N:11][C:10]=2[CH2:17][CH2:18][CH3:19])[CH:5]=[CH:4][C:3]=1[C:20]1[C:21]([C:26]#[N:27])=[CH:22][CH:23]=[CH:24][CH:25]=1.[CH3:28][C:29]1([CH3:41])[CH2:33][C:32]2[CH:34]=[C:35](B(O)O)[CH:36]=[CH:37][C:31]=2[O:30]1.N1C=CC=CC=1.C(N(CC)CC)C. The catalyst is C([O-])(=O)C.[Cu+2].C([O-])(=O)C.C(OCC)(=O)C.C(Cl)Cl. The product is [CH3:28][C:29]1([CH3:41])[CH2:33][C:32]2[CH:34]=[C:35]([N:13]3[C:14](=[O:15])[C:9]([CH2:8][C:6]4[CH:5]=[CH:4][C:3]([C:20]5[C:21]([C:26]#[N:27])=[CH:22][CH:23]=[CH:24][CH:25]=5)=[C:2]([F:1])[CH:7]=4)=[C:10]([CH2:17][CH2:18][CH3:19])[N:11]=[C:12]3[CH3:16])[CH:36]=[CH:37][C:31]=2[O:30]1. The yield is 0.690. (3) The reactants are [C:1]([C:3]1[C:13]([O:14][CH3:15])=[N:12][C:11]([CH3:16])=[CH:10][C:4]=1[C:5](OCC)=[O:6])#[N:2].[Cl-].[Ca+2].[Cl-].[BH4-].[Na+].CCOC(C)=O. The catalyst is C1COCC1.CCO. The product is [OH:6][CH2:5][C:4]1[C:3]([C:1]#[N:2])=[C:13]([O:14][CH3:15])[N:12]=[C:11]([CH3:16])[CH:10]=1. The yield is 0.413. (4) The reactants are C=O.[CH:3]([C:6]1[S:15][C:14]2[NH:13][C:12]3[CH:16]=[CH:17][CH:18]=[CH:19][C:11]=3[N:10]=[C:9]([N:20]3[CH2:25][CH2:24][NH:23][C@@H:22]([CH2:26][C@@H:27]([C:29]4[CH:34]=[CH:33][CH:32]=[CH:31][CH:30]=4)[OH:28])[CH2:21]3)[C:8]=2[N:7]=1)([CH3:5])[CH3:4].[C:35](O[BH-](OC(=O)C)OC(=O)C)(=O)C.[Na+]. The catalyst is ClC(Cl)C.C(=O)(O)[O-].[Na+]. The product is [CH:3]([C:6]1[S:15][C:14]2[NH:13][C:12]3[CH:16]=[CH:17][CH:18]=[CH:19][C:11]=3[N:10]=[C:9]([N:20]3[CH2:25][CH2:24][N:23]([CH3:35])[C@@H:22]([CH2:26][C@@H:27]([C:29]4[CH:34]=[CH:33][CH:32]=[CH:31][CH:30]=4)[OH:28])[CH2:21]3)[C:8]=2[N:7]=1)([CH3:5])[CH3:4]. The yield is 0.560. (5) The reactants are [Cl:1][C:2]1[CH:8]=[CH:7][C:5]([NH2:6])=[CH:4][C:3]=1[N+:9]([O-:11])=[O:10].[CH3:12][S:13](Cl)(=[O:15])=[O:14].N1C=CC=CC=1. The catalyst is C1COCC1.Cl. The product is [Cl:1][C:2]1[CH:8]=[CH:7][C:5]([NH:6][S:13]([CH3:12])(=[O:15])=[O:14])=[CH:4][C:3]=1[N+:9]([O-:11])=[O:10]. The yield is 0.920. (6) The reactants are Cl.Cl.[Br:3][C:4]1[C:5]([O:22][C:23]2[CH:24]=[C:25]([CH:34]=[CH:35][C:36]=2[Cl:37])[C:26]([NH:28][CH2:29][CH2:30][N:31]([CH3:33])[CH3:32])=[O:27])=[CH:6][C:7]([NH:10][C:11]2[S:15][N:14]=[C:13]([CH:16]3[CH2:21][CH2:20][NH:19][CH2:18][CH2:17]3)[N:12]=2)=[N:8][CH:9]=1.CCN(C(C)C)C(C)C.[C:47](Cl)(=[O:49])[CH3:48]. The catalyst is CN(C=O)C. The product is [C:47]([N:19]1[CH2:20][CH2:21][CH:16]([C:13]2[N:12]=[C:11]([NH:10][C:7]3[CH:6]=[C:5]([O:22][C:23]4[CH:24]=[C:25]([CH:34]=[CH:35][C:36]=4[Cl:37])[C:26]([NH:28][CH2:29][CH2:30][N:31]([CH3:33])[CH3:32])=[O:27])[C:4]([Br:3])=[CH:9][N:8]=3)[S:15][N:14]=2)[CH2:17][CH2:18]1)(=[O:49])[CH3:48]. The yield is 0.0600. (7) The reactants are [Cl:1][C:2]1[CH:11]=[CH:10][C:5]2[N:6]=[C:7]([SH:9])[NH:8][C:4]=2[CH:3]=1.[H-].[Na+].[N+]([C:17]1[O:21][C:20]([CH:22]=[O:23])=[CH:19][CH:18]=1)([O-])=O.O. The product is [Cl:1][C:2]1[CH:11]=[CH:10][C:5]2[N:6]=[C:7]([S:9][C:17]3[O:21][C:20]([CH:22]=[O:23])=[CH:19][CH:18]=3)[NH:8][C:4]=2[CH:3]=1. The catalyst is O1CCCC1. The yield is 0.880. (8) The reactants are P(Cl)(Cl)(Cl)=O.[CH2:6]([O:8][C:9]([C:11]1[N:16]=[C:15]2[CH:17]=[C:18]([CH3:20])[NH:19][C:14]2=[C:13]([NH:21][CH2:22][C:23]2[C:28]([CH3:29])=[CH:27][CH:26]=[CH:25][C:24]=2[CH3:30])[CH:12]=1)=[O:10])[CH3:7].ClCCl.[OH-].[Na+].CN([CH:39]=[O:40])C. The catalyst is ClCCl.CO. The product is [CH2:6]([O:8][C:9]([C:11]1[N:16]=[C:15]2[C:17]([CH:39]=[O:40])=[C:18]([CH3:20])[NH:19][C:14]2=[C:13]([NH:21][CH2:22][C:23]2[C:28]([CH3:29])=[CH:27][CH:26]=[CH:25][C:24]=2[CH3:30])[CH:12]=1)=[O:10])[CH3:7]. The yield is 0.740. (9) The catalyst is C(Cl)Cl. The yield is 0.980. The product is [CH3:16][C:14]([CH3:17])([Si:11]([CH3:13])([CH3:12])[O:18][CH:19]([CH:20]=[O:21])[CH2:22][O:23][Si:24]([CH3:25])([CH3:26])[C:27]([CH3:28])([CH3:29])[CH3:30])[CH3:15]. The reactants are CS(C)=O.C(Cl)(C(Cl)=O)=O.[Si:11]([O:18][CH:19]([CH2:22][O:23][Si:24]([C:27]([CH3:30])([CH3:29])[CH3:28])([CH3:26])[CH3:25])[CH2:20][OH:21])([C:14]([CH3:17])([CH3:16])[CH3:15])([CH3:13])[CH3:12].CCN(CC)CC. (10) The reactants are [Cl:1][C:2]1[CH:3]=[C:4]([N:8]2[N:12]=[N:11][C:10]([CH:13]([N:15]3C(=O)C4C(=CC=CC=4)C3=O)[CH3:14])=[N:9]2)[CH:5]=[CH:6][CH:7]=1.O.NN.Cl. The catalyst is CO. The product is [Cl:1][C:2]1[CH:3]=[C:4]([N:8]2[N:12]=[N:11][C:10]([CH:13]([NH2:15])[CH3:14])=[N:9]2)[CH:5]=[CH:6][CH:7]=1. The yield is 0.990.